This data is from Forward reaction prediction with 1.9M reactions from USPTO patents (1976-2016). The task is: Predict the product of the given reaction. (1) Given the reactants [C:1]([NH:8][C@@H:9]([C:11]([OH:13])=O)[CH3:10])([O:3][C:4]([CH3:7])([CH3:6])[CH3:5])=[O:2].[NH2:14][CH2:15][CH:16]([OH:18])[CH3:17], predict the reaction product. The product is: [C:4]([O:3][C:1]([NH:8][C@@H:9]([C:11]([NH:14][CH2:15][CH:16]([OH:18])[CH3:17])=[O:13])[CH3:10])=[O:2])([CH3:5])([CH3:6])[CH3:7]. (2) Given the reactants [C:1]([C:3]1[CH:4]=[C:5]([S:10]([N:13]([CH2:19][C:20]2[CH:25]=[CH:24][C:23]([O:26][CH3:27])=[CH:22][C:21]=2[O:28][CH3:29])[C:14]2[S:18][N:17]=[CH:16][N:15]=2)(=[O:12])=[O:11])[CH:6]=[CH:7][C:8]=1F)#[N:2].[N:30]1[CH:35]=[CH:34][C:33]([C:36]2[CH:37]=[C:38]([C:43]3[CH:48]=[CH:47][CH:46]=[C:45]([C:49]([F:52])([F:51])[F:50])[CH:44]=3)[CH:39]=[CH:40][C:41]=2[OH:42])=[CH:32][N:31]=1.C(=O)([O-])[O-].[K+].[K+], predict the reaction product. The product is: [C:1]([C:3]1[CH:4]=[C:5]([S:10]([N:13]([CH2:19][C:20]2[CH:25]=[CH:24][C:23]([O:26][CH3:27])=[CH:22][C:21]=2[O:28][CH3:29])[C:14]2[S:18][N:17]=[CH:16][N:15]=2)(=[O:11])=[O:12])[CH:6]=[CH:7][C:8]=1[O:42][C:41]1[CH:40]=[CH:39][C:38]([C:43]2[CH:48]=[CH:47][CH:46]=[C:45]([C:49]([F:50])([F:51])[F:52])[CH:44]=2)=[CH:37][C:36]=1[C:33]1[CH:34]=[CH:35][N:30]=[N:31][CH:32]=1)#[N:2]. (3) The product is: [Br:1][C:2]1[C:3]([O:11][CH3:12])=[C:4]2[C:8](=[CH:9][CH:10]=1)[N:7]([C:24]1[CH:25]=[CH:26][C:21]([O:20][CH2:13][C:14]3[CH:15]=[CH:16][CH:17]=[CH:18][CH:19]=3)=[C:22]([F:30])[CH:23]=1)[N:6]=[CH:5]2. Given the reactants [Br:1][C:2]1[C:3]([O:11][CH3:12])=[C:4]2[C:8](=[CH:9][CH:10]=1)[NH:7][N:6]=[CH:5]2.[CH2:13]([O:20][C:21]1[CH:26]=[CH:25][C:24](B(O)O)=[CH:23][C:22]=1[F:30])[C:14]1[CH:19]=[CH:18][CH:17]=[CH:16][CH:15]=1.N1C=CC=CC=1, predict the reaction product. (4) The product is: [O:1]1[C:5]2[CH:6]=[CH:7][C:8]([C:10]3[NH:11][C:12]4[N:13]([N:17]=[CH:18][C:19]=4[C:20]4[O:21][N:25]=[C:23]([CH3:24])[N:22]=4)[C:14](=[O:16])[CH:15]=3)=[CH:9][C:4]=2[CH:3]=[CH:2]1. Given the reactants [O:1]1[C:5]2[CH:6]=[CH:7][C:8]([C:10]3[NH:11][C:12]4[N:13]([N:17]=[CH:18][C:19]=4[C:20]([N:22]=[C:23]([N:25](C)C)[CH3:24])=[O:21])[C:14](=[O:16])[CH:15]=3)=[CH:9][C:4]=2[CH:3]=[CH:2]1.NO.Cl.[OH-].[Na+], predict the reaction product. (5) Given the reactants [C:1]([O:5][C:6]([N:8]1[CH2:13][CH2:12][NH:11][CH2:10][CH2:9]1)=[O:7])([CH3:4])([CH3:3])[CH3:2].C(=O)([O-])[O-].[K+].[K+].[C:20]([N:23]1[C:31]2[C:26](=[CH:27][C:28]([C:32](=O)[CH2:33]Br)=[CH:29][CH:30]=2)[CH2:25][CH2:24]1)(=[O:22])[CH3:21], predict the reaction product. The product is: [C:20]([N:23]1[C:31]2[C:26](=[CH:27][C:28]([CH2:32][CH2:33][N:11]3[CH2:12][CH2:13][N:8]([C:6]([O:5][C:1]([CH3:4])([CH3:2])[CH3:3])=[O:7])[CH2:9][CH2:10]3)=[CH:29][CH:30]=2)[CH2:25][CH2:24]1)(=[O:22])[CH3:21].